From a dataset of Forward reaction prediction with 1.9M reactions from USPTO patents (1976-2016). Predict the product of the given reaction. (1) The product is: [Cl:1][C:2]1[CH:3]=[C:4]([CH:20]=[CH:21][CH:22]=1)[CH2:5][NH:6][C:7]([C:8]1[CH:13]=[CH:12][C:11]2[C:10]([CH:9]=1)=[N:16][N:32]([CH2:31][CH:30]([C:25]1[CH:26]=[CH:27][CH:28]=[CH:29][C:24]=1[Cl:23])[N:33]([CH2:34][CH3:35])[CH2:36][CH3:37])[CH:14]=2)=[O:19]. Given the reactants [Cl:1][C:2]1[CH:3]=[C:4]([CH:20]=[CH:21][CH:22]=1)[CH2:5][NH:6][C:7](=[O:19])[C:8]1[CH:13]=[CH:12][C:11]([CH:14]=O)=[C:10]([N+:16]([O-])=O)[CH:9]=1.[Cl:23][C:24]1[CH:29]=[CH:28][CH:27]=[CH:26][C:25]=1[CH:30]([N:33]([CH2:36][CH3:37])[CH2:34][CH3:35])[CH2:31][NH2:32].N1C2C(=CC=CC=2)C=N1, predict the reaction product. (2) Given the reactants [CH2:1]([C:3]1[CH:26]=[CH:25][CH:24]=[C:23]([CH3:27])[C:4]=1[CH2:5][NH:6][C:7]1[C:15]2[NH:14][C:13]([CH2:19][O:20][CH3:21])(C(O)=O)[N:12]([CH3:22])[C:11]=2[CH:10]=[CH:9][CH:8]=1)[CH3:2].[CH3:28][NH:29][CH3:30].O.[O:32]1[CH2:36]CCC1, predict the reaction product. The product is: [CH3:28][N:29]([CH3:30])[C:36]([C:9]1[CH:8]=[C:7]([NH:6][CH2:5][C:4]2[C:23]([CH3:27])=[CH:24][CH:25]=[CH:26][C:3]=2[CH2:1][CH3:2])[C:15]2[N:14]=[C:13]([CH2:19][O:20][CH3:21])[N:12]([CH3:22])[C:11]=2[CH:10]=1)=[O:32].